This data is from Catalyst prediction with 721,799 reactions and 888 catalyst types from USPTO. The task is: Predict which catalyst facilitates the given reaction. (1) Reactant: [CH2:1]([C:3]1[S:19][C:6]2[NH:7][C:8](=[O:18])[N:9]([CH:12]([CH3:17])[C:13]([O:15][CH3:16])=[O:14])[C:10](=[O:11])[C:5]=2[CH:4]=1)[CH3:2].Br[CH2:21][C:22]1[CH:27]=[CH:26][C:25]([C:28]2[C:29]([C:34]#[N:35])=[CH:30][CH:31]=[CH:32][CH:33]=2)=[CH:24][CH:23]=1.C(=O)([O-])[O-].[K+].[K+]. Product: [C:34]([C:29]1[CH:30]=[CH:31][CH:32]=[CH:33][C:28]=1[C:25]1[CH:24]=[CH:23][C:22]([CH2:21][N:7]2[C:6]3[S:19][C:3]([CH2:1][CH3:2])=[CH:4][C:5]=3[C:10](=[O:11])[N:9]([CH:12]([CH3:17])[C:13]([O:15][CH3:16])=[O:14])[C:8]2=[O:18])=[CH:27][CH:26]=1)#[N:35]. The catalyst class is: 10. (2) Reactant: [C:1]1([C@@H:7]2[CH2:11][O:10][C@@:9]34[CH2:18][CH2:17][CH2:16][C@@H:12]3[CH2:13][C:14](=O)[N:8]24)[CH:6]=[CH:5][CH:4]=[CH:3][CH:2]=1. Product: [N:8]1([C@H:7]([C:1]2[CH:2]=[CH:3][CH:4]=[CH:5][CH:6]=2)[CH2:11][OH:10])[CH2:14][CH2:13][C@H:12]2[CH2:16][CH2:17][CH2:18][C@@H:9]12. The catalyst class is: 1. (3) Reactant: [Cl:1][C:2]1[N:3]=[C:4](Cl)[C:5]2[CH:10]=[C:9]([CH3:11])[NH:8][C:6]=2[N:7]=1.[CH:13]1([NH2:17])[CH2:16][CH2:15][CH2:14]1.C(N(CC)CC)C. Product: [Cl:1][C:2]1[N:3]=[C:4]([NH:17][CH:13]2[CH2:16][CH2:15][CH2:14]2)[C:5]2[CH:10]=[C:9]([CH3:11])[NH:8][C:6]=2[N:7]=1. The catalyst class is: 51.